From a dataset of Forward reaction prediction with 1.9M reactions from USPTO patents (1976-2016). Predict the product of the given reaction. (1) Given the reactants [NH:1]1[CH2:6][CH2:5][CH:4]([CH:7]2[CH2:23][CH2:22][N:10]3[C:11](=[O:21])[CH:12]=[C:13]([C:15]4[CH:20]=[CH:19][N:18]=[CH:17][CH:16]=4)[N:14]=[C:9]3[NH:8]2)[CH2:3][CH2:2]1.C=O.[C:26]([BH3-])#N.[Na+].[OH-].[Na+], predict the reaction product. The product is: [CH3:26][N:1]1[CH2:6][CH2:5][CH:4]([CH:7]2[CH2:23][CH2:22][N:10]3[C:11](=[O:21])[CH:12]=[C:13]([C:15]4[CH:20]=[CH:19][N:18]=[CH:17][CH:16]=4)[N:14]=[C:9]3[NH:8]2)[CH2:3][CH2:2]1. (2) Given the reactants [Cl:1][C:2]1[CH:3]=[C:4]([CH:10]=[C:11]([F:39])[C:12]=1[CH:13]=[CH:14][C:15]1[N:16]([C:32]2[CH:37]=[CH:36][C:35]([F:38])=[CH:34][CH:33]=2)[C:17]([C:20]([C:23]2[CH:28]=[CH:27][C:26]([Cl:29])=[C:25]([O:30][CH3:31])[CH:24]=2)([CH3:22])[CH3:21])=[CH:18][N:19]=1)[C:5]([O:7][CH2:8][CH3:9])=[O:6].N#N, predict the reaction product. The product is: [Cl:1][C:2]1[CH:3]=[C:4]([CH:10]=[C:11]([F:39])[C:12]=1[CH2:13][CH2:14][C:15]1[N:16]([C:32]2[CH:37]=[CH:36][C:35]([F:38])=[CH:34][CH:33]=2)[C:17]([C:20]([C:23]2[CH:28]=[CH:27][C:26]([Cl:29])=[C:25]([O:30][CH3:31])[CH:24]=2)([CH3:21])[CH3:22])=[CH:18][N:19]=1)[C:5]([O:7][CH2:8][CH3:9])=[O:6]. (3) Given the reactants [H-].[Al+3].[Li+].[H-].[H-].[H-].O1CCCC1.C([O:15][C:16]1[CH:21]=[CH:20][C:19]([C:22]2[C:31]3[C:26](=[CH:27][C:28]([O:32][CH3:33])=[CH:29][CH:30]=3)[O:25][C:24](=O)[C:23]=2[C:35]2[CH:40]=[CH:39][C:38]([F:41])=[CH:37][CH:36]=2)=[CH:18][CH:17]=1)(=O)C.Cl, predict the reaction product. The product is: [F:41][C:38]1[CH:39]=[CH:40][C:35]([C:23]2[CH2:24][O:25][C:26]3[C:31]([C:22]=2[C:19]2[CH:20]=[CH:21][C:16]([OH:15])=[CH:17][CH:18]=2)=[CH:30][CH:29]=[C:28]([O:32][CH3:33])[CH:27]=3)=[CH:36][CH:37]=1. (4) Given the reactants [CH3:1][C:2]1[C:10]2[C:5](=[CH:6][C:7]([NH:11][C:12]3[N:28]=[C:15]4[CH:16]=[CH:17][CH:18]=[C:19]([NH:20][CH2:21][CH:22]5[CH2:27][CH2:26][O:25][CH2:24][CH2:23]5)[N:14]4[N:13]=3)=[CH:8][CH:9]=2)[N:4](S(C2C=CC(C)=CC=2)(=O)=O)[N:3]=1.C1(P(C2C=CC=CC=2)C2C3OC4C(=CC=CC=4P(C4C=CC=CC=4)C4C=CC=CC=4)C(C)(C)C=3C=CC=2)C=CC=CC=1.BrC1C=C2C(C(C)=NN2S(C2C=CC(C)=CC=2)(=O)=O)=CC=1.C(=O)([O-])[O-].[Cs+].[Cs+], predict the reaction product. The product is: [CH3:1][C:2]1[C:10]2[C:5](=[CH:6][C:7]([NH:11][C:12]3[N:28]=[C:15]4[CH:16]=[CH:17][CH:18]=[C:19]([NH:20][CH2:21][CH:22]5[CH2:27][CH2:26][O:25][CH2:24][CH2:23]5)[N:14]4[N:13]=3)=[CH:8][CH:9]=2)[NH:4][N:3]=1. (5) The product is: [C:38]([O:42][C:36]([NH:33][C:21]1[CH:25]=[CH:26][C:27]([N+:28]([O-:30])=[O:29])=[C:19]([F:18])[CH:20]=1)=[O:43])([CH3:41])([CH3:40])[CH3:39]. Given the reactants C1(P(N=[N+]=[N-])(C2C=CC=CC=2)=O)C=CC=CC=1.[F:18][C:19]1[CH:20]=[C:21]([CH:25]=[CH:26][C:27]=1[N+:28]([O-:30])=[O:29])C(O)=O.C([N:33]([CH2:36]C)CC)C.[C:38]([OH:42])([CH3:41])([CH3:40])[CH3:39].[O:43]1CCOCC1, predict the reaction product. (6) Given the reactants [Cl:1][C:2]1[C:9]([CH3:10])=[C:8]([NH:11][C@@H:12]([C:16]2[O:17][C:18]([C:21]3[CH:26]=[CH:25][C:24]([OH:27])=[CH:23][CH:22]=3)=[N:19][N:20]=2)[C@@H:13]([OH:15])[CH3:14])[CH:7]=[CH:6][C:3]=1[C:4]#[N:5].C[O-].[Na+:30].N1C=CC=CC=1.[S:37](=[O:40])(=[O:39])=[O:38], predict the reaction product. The product is: [S:37]([O-:40])([O:27][C:24]1[CH:23]=[CH:22][C:21]([C:18]2[O:17][C:16]([C@H:12]([NH:11][C:8]3[CH:7]=[CH:6][C:3]([C:4]#[N:5])=[C:2]([Cl:1])[C:9]=3[CH3:10])[C@@H:13]([OH:15])[CH3:14])=[N:20][N:19]=2)=[CH:26][CH:25]=1)(=[O:39])=[O:38].[Na+:30].